Dataset: Catalyst prediction with 721,799 reactions and 888 catalyst types from USPTO. Task: Predict which catalyst facilitates the given reaction. (1) Reactant: BrCC1C(C)=CC2N=C3C(N([CH2:15][CH2:16][CH2:17][CH2:18][CH2:19][CH2:20][C:21]([OH:23])=[O:22])C=2C=1)=NC(=O)NC3=O.C1(N)CC1. Product: [C:21]([OH:23])(=[O:22])[CH2:20][CH2:19][CH2:18][CH2:17][CH2:16][CH3:15]. The catalyst class is: 3. (2) Reactant: [NH2:1][S:2]([C:5]1[CH:10]=[CH:9][C:8]([NH:11][C@@H:12]([CH2:17][S:18][C:19]2[CH:24]=[CH:23][CH:22]=[CH:21][CH:20]=2)[CH2:13][C:14](O)=[O:15])=[C:7]([N+:25]([O-:27])=[O:26])[CH:6]=1)(=[O:4])=[O:3].B.CO.Cl. Product: [OH:15][CH2:14][CH2:13][C@@H:12]([NH:11][C:8]1[CH:9]=[CH:10][C:5]([S:2]([NH2:1])(=[O:4])=[O:3])=[CH:6][C:7]=1[N+:25]([O-:27])=[O:26])[CH2:17][S:18][C:19]1[CH:20]=[CH:21][CH:22]=[CH:23][CH:24]=1. The catalyst class is: 56. (3) Reactant: O=[CH:2][C:3]([O:5][CH2:6][CH3:7])=[O:4].[CH3:8][C:9]1[CH:18]=[CH:17][C:12]([C:13]([O:15][CH3:16])=[O:14])=[CH:11][N:10]=1. The catalyst class is: 152. Product: [CH2:6]([O:5][C:3](=[O:4])/[CH:2]=[CH:8]/[C:9]1[CH:18]=[CH:17][C:12]([C:13]([O:15][CH3:16])=[O:14])=[CH:11][N:10]=1)[CH3:7]. (4) Reactant: [Cl:1][C:2]1[S:3][C:4]([CH:22]2OCC[O:23]2)=[CH:5][C:6]=1[CH:7]([C:15]1[CH:20]=[CH:19][CH:18]=[C:17]([Cl:21])[CH:16]=1)[NH:8][S:9]([C:11]([CH3:14])([CH3:13])[CH3:12])=[O:10]. Product: [Cl:1][C:2]1[S:3][C:4]([CH:22]=[O:23])=[CH:5][C:6]=1[CH:7]([C:15]1[CH:20]=[CH:19][CH:18]=[C:17]([Cl:21])[CH:16]=1)[NH:8][S:9]([C:11]([CH3:14])([CH3:13])[CH3:12])=[O:10]. The catalyst class is: 21. (5) Reactant: [Cl:1][C:2]1[C:3]([N:15]=[C:16]2[CH2:21][CH2:20][CH2:19][CH2:18][S:17]2=[O:22])=[C:4]([CH2:13][OH:14])[CH:5]=[CH:6][C:7]=1[CH:8]([O:11][CH3:12])[O:9][CH3:10].O.[Na].[CH3:25]I.O. Product: [Cl:1][C:2]1[C:7]([CH:8]([O:9][CH3:10])[O:11][CH3:12])=[CH:6][CH:5]=[C:4]([CH2:13][O:14][CH3:25])[C:3]=1[N:15]=[C:16]1[CH2:21][CH2:20][CH2:19][CH2:18][S:17]1=[O:22]. The catalyst class is: 7. (6) Reactant: [Cl:1][C:2]1[CH:21]=[CH:20][C:5]([NH:6][C:7]2[C:16]3[C:11](=[CH:12][C:13]([OH:19])=[C:14]([O:17][CH3:18])[CH:15]=3)[N:10]=[CH:9][N:8]=2)=[C:4]([F:22])[CH:3]=1.Cl.Cl[CH2:25][C:26]1[CH:31]=[CH:30][N:29]=[C:28]([C:32]#[N:33])[CH:27]=1.C(=O)([O-])[O-].[K+].[K+].O. Product: [Cl:1][C:2]1[CH:21]=[CH:20][C:5]([NH:6][C:7]2[C:16]3[C:11](=[CH:12][C:13]([O:19][CH2:25][C:26]4[CH:31]=[CH:30][N:29]=[C:28]([C:32]#[N:33])[CH:27]=4)=[C:14]([O:17][CH3:18])[CH:15]=3)[N:10]=[CH:9][N:8]=2)=[C:4]([F:22])[CH:3]=1. The catalyst class is: 3.